From a dataset of Rat liver microsome stability data. Regression/Classification. Given a drug SMILES string, predict its absorption, distribution, metabolism, or excretion properties. Task type varies by dataset: regression for continuous measurements (e.g., permeability, clearance, half-life) or binary classification for categorical outcomes (e.g., BBB penetration, CYP inhibition). Dataset: rlm. The molecule is O=C1COc2ccc(NC(=O)C3CCN(c4cc(F)c(F)c(F)c4)CC3)cc2N1. The result is 0 (unstable in rat liver microsomes).